From a dataset of Forward reaction prediction with 1.9M reactions from USPTO patents (1976-2016). Predict the product of the given reaction. (1) Given the reactants [Cl:1][C:2]1[C:7]([N+:8]([O-])=O)=[C:6]([Cl:11])[N:5]=[C:4]([S:12][CH3:13])[N:3]=1, predict the reaction product. The product is: [Cl:1][C:2]1[C:7]([NH2:8])=[C:6]([Cl:11])[N:5]=[C:4]([S:12][CH3:13])[N:3]=1. (2) Given the reactants [CH3:1][C@:2]1([CH2:56][O:57]C(=O)C2C=CC=CC=2)[O:28][C@@H:6]([O:7][C:8]2[CH:13]=[C:12]([CH2:14][O:15]C(=O)C)[CH:11]=[CH:10][C:9]=2[CH2:19][C:20]2[CH:25]=[CH:24][C:23]([CH2:26][CH3:27])=[CH:22][CH:21]=2)[C@H:5]([O:29]C(=O)C2C=CC=CC=2)[C@@H:4]([O:38]C(=O)C2C=CC=CC=2)[C@@H:3]1[O:47]C(=O)C1C=CC=CC=1.C(=O)([O-])[O-].[K+].[K+].CO.COC[C@H]1O[C@@H](OC2C=C(CO)C=CC=2CC2C=CC(CC)=CC=2)[C@H](O)[C@@H](O)[C@@H]1O, predict the reaction product. The product is: [CH3:1][C@:2]1([CH2:56][OH:57])[O:28][C@@H:6]([O:7][C:8]2[CH:13]=[C:12]([CH2:14][OH:15])[CH:11]=[CH:10][C:9]=2[CH2:19][C:20]2[CH:21]=[CH:22][C:23]([CH2:26][CH3:27])=[CH:24][CH:25]=2)[C@H:5]([OH:29])[C@@H:4]([OH:38])[C@@H:3]1[OH:47]. (3) Given the reactants Cl[C:2]1[CH:7]=[C:6]([F:8])[C:5]([N+:9]([O-:11])=[O:10])=[CH:4][C:3]=1[CH3:12].[C:13]1(B(O)O)[CH:18]=[CH:17][CH:16]=[CH:15][CH:14]=1.P([O-])([O-])([O-])=O.[K+].[K+].[K+], predict the reaction product. The product is: [F:8][C:6]1[C:5]([N+:9]([O-:11])=[O:10])=[CH:4][C:3]([CH3:12])=[C:2]([C:13]2[CH:18]=[CH:17][CH:16]=[CH:15][CH:14]=2)[CH:7]=1. (4) Given the reactants [C:1]([O:5][C:6](=[O:22])[N:7]([CH2:11][CH2:12][C:13]1[CH:18]=[CH:17][C:16]([Cl:19])=[C:15]([CH:20]=O)[CH:14]=1)[CH:8]1[CH2:10][CH2:9]1)([CH3:4])([CH3:3])[CH3:2].[CH:23]1([NH2:26])[CH2:25][CH2:24]1.[BH4-].[Na+], predict the reaction product. The product is: [C:1]([O:5][C:6](=[O:22])[N:7]([CH2:11][CH2:12][C:13]1[CH:18]=[CH:17][C:16]([Cl:19])=[C:15]([CH2:20][NH:26][CH:23]2[CH2:25][CH2:24]2)[CH:14]=1)[CH:8]1[CH2:10][CH2:9]1)([CH3:4])([CH3:3])[CH3:2]. (5) The product is: [NH2:6][C:5]1[N:15]([C:11]([CH3:14])([CH3:13])[CH3:12])[N:16]=[C:3]([C:2]([CH3:9])([CH3:8])[CH3:1])[CH:4]=1. Given the reactants [CH3:1][C:2]([CH3:9])([CH3:8])[C:3](=O)[CH2:4][C:5]#[N:6].Cl.[C:11]([NH:15][NH2:16])([CH3:14])([CH3:13])[CH3:12].C(=O)([O-])[O-].[K+].[K+], predict the reaction product. (6) Given the reactants Cl.[S:2]1[CH2:7][CH2:6][CH:5]([C:8]([OH:10])=[O:9])[NH:4][CH2:3]1.[N+:11](C1C=CC(COC(N2CCN3C=C(C=O)N=C3C2)=O)=CC=1)([O-])=[O:12].N([O-])=O.[Na+], predict the reaction product. The product is: [N:11]([N:4]1[CH:5]([C:8]([OH:10])=[O:9])[CH2:6][CH2:7][S:2][CH2:3]1)=[O:12]. (7) The product is: [CH3:12][O:14][C:21]1[CH:22]=[CH:17][C:18]([CH2:23][CH2:6][CH2:9][C:10]([NH2:11])=[O:16])=[CH:19][CH:20]=1. Given the reactants COC1C=C[C:6]([CH2:9][CH2:10][NH2:11])=CC=1.[C:12](O)(=[O:14])C.[OH2:16].[C:17]1(C)[C:18]([CH3:23])=[CH:19][CH:20]=[CH:21][CH:22]=1, predict the reaction product. (8) Given the reactants [CH:1]([C:3]1[CH:4]=[C:5]([CH:10]=[CH:11][C:12]=1[OH:13])[C:6]([O:8][CH3:9])=[O:7])=[O:2].[CH:14]1([Mg]Br)[CH2:16][CH2:15]1, predict the reaction product. The product is: [CH:14]1([CH:1]([OH:2])[C:3]2[CH:4]=[C:5]([CH:10]=[CH:11][C:12]=2[OH:13])[C:6]([O:8][CH3:9])=[O:7])[CH2:16][CH2:15]1. (9) Given the reactants [CH3:1][O:2][C:3]1[CH:30]=[CH:29][C:6]([CH2:7][N:8]2[C:12]([C:13](O)=[O:14])=[C:11]([C:16]3[N:17]=[C:18]([NH:21][C:22]4[N:27]=[C:26]([CH3:28])[CH:25]=[CH:24][N:23]=4)[S:19][CH:20]=3)[CH:10]=[N:9]2)=[CH:5][CH:4]=1.C[CH2:32][N:33]=C=NCCCN(C)C.Cl.Cl.CN.O.N1(O)C2C=CC=CC=2N=N1, predict the reaction product. The product is: [CH3:1][O:2][C:3]1[CH:30]=[CH:29][C:6]([CH2:7][N:8]2[C:12]([C:13]([NH:33][CH3:32])=[O:14])=[C:11]([C:16]3[N:17]=[C:18]([NH:21][C:22]4[N:27]=[C:26]([CH3:28])[CH:25]=[CH:24][N:23]=4)[S:19][CH:20]=3)[CH:10]=[N:9]2)=[CH:5][CH:4]=1.